From a dataset of Full USPTO retrosynthesis dataset with 1.9M reactions from patents (1976-2016). Predict the reactants needed to synthesize the given product. Given the product [C:1]([O:4][CH2:5][C:6]1[C:7]([N:21]2[CH2:26][CH2:25][N:24]3[C:27]4[CH2:32][C:31]([CH3:34])([CH3:33])[CH2:30][C:28]=4[CH:29]=[C:23]3[C:22]2=[O:35])=[N:8][CH:9]=[CH:10][C:11]=1[C:37]1[CH:42]=[CH:41][N:40]=[C:39]2[NH:43][C:44]([C:46]3[CH:47]=[N:48][N:49]([CH3:51])[CH:50]=3)=[N:45][C:38]=12)(=[O:3])[CH3:2], predict the reactants needed to synthesize it. The reactants are: [C:1]([O:4][CH2:5][C:6]1[C:7]([N:21]2[CH2:26][CH2:25][N:24]3[C:27]4[CH2:32][C:31]([CH3:34])([CH3:33])[CH2:30][C:28]=4[CH:29]=[C:23]3[C:22]2=[O:35])=[N:8][CH:9]=[CH:10][C:11]=1B1OC(C)(C)C(C)(C)O1)(=[O:3])[CH3:2].Cl[C:37]1[CH:42]=[CH:41][N:40]=[C:39]2[NH:43][C:44]([C:46]3[CH:47]=[N:48][N:49]([CH3:51])[CH:50]=3)=[N:45][C:38]=12.CC([O-])=O.[Na+].[O-]P([O-])([O-])=O.[K+].[K+].[K+].